Dataset: Reaction yield outcomes from USPTO patents with 853,638 reactions. Task: Predict the reaction yield, written as a fraction of the theoretical maximum amount of product (1.0 means a 100% yield; for example, 0.34 means a 34% yield). (1) The yield is 0.889. The catalyst is C(Cl)Cl. The reactants are [Br:1][C:2]1[CH:3]=[C:4]2[C:9](=[CH:10][CH:11]=1)[N:8]=[C:7]([C:12]1[CH:17]=[CH:16][C:15]([C:18](=[O:28])[CH2:19][NH:20]C(=O)OC(C)(C)C)=[CH:14][CH:13]=1)[CH:6]=[N:5]2.[C:29]([OH:35])([C:31]([F:34])([F:33])[F:32])=[O:30]. The product is [F:32][C:31]([F:34])([F:33])[C:29]([OH:35])=[O:30].[NH2:20][CH2:19][C:18]([C:15]1[CH:14]=[CH:13][C:12]([C:7]2[CH:6]=[N:5][C:4]3[C:9](=[CH:10][CH:11]=[C:2]([Br:1])[CH:3]=3)[N:8]=2)=[CH:17][CH:16]=1)=[O:28]. (2) The reactants are [CH3:1][N:2]1[N:6]=[C:5]([NH2:7])[CH:4]=[N:3]1.[Al](Cl)(C)C.[CH3:12][C:13]1[O:14][C:15]2[CH:21]=[C:20]([C:22](OCC)=[O:23])[CH:19]=[C:18]([O:27][CH:28]3[CH2:31][N:30]([S:32]([CH3:35])(=[O:34])=[O:33])[CH2:29]3)[C:16]=2[CH:17]=1. The catalyst is ClCCl. The product is [CH3:12][C:13]1[O:14][C:15]2[CH:21]=[C:20]([C:22]([NH:7][C:5]3[CH:4]=[N:3][N:2]([CH3:1])[N:6]=3)=[O:23])[CH:19]=[C:18]([O:27][CH:28]3[CH2:31][N:30]([S:32]([CH3:35])(=[O:34])=[O:33])[CH2:29]3)[C:16]=2[CH:17]=1. The yield is 0.680. (3) The reactants are [CH2:1]([O:3][C:4]([C:6]1[S:10][C:9]([N:11]2[CH2:16][CH2:15][O:14][CH2:13][CH2:12]2)=[N:8][C:7]=1[CH3:17])=[O:5])[CH3:2].C(Cl)Cl.[Br:21]N1C(=O)CCC1=O. The catalyst is N(C(C)(C)C#N)=NC(C)(C)C#N. The product is [Br:21][CH2:17][C:7]1[N:8]=[C:9]([N:11]2[CH2:12][CH2:13][O:14][CH2:15][CH2:16]2)[S:10][C:6]=1[C:4]([O:3][CH2:1][CH3:2])=[O:5]. The yield is 0.711. (4) The reactants are C[O:2][C:3](=[O:46])[CH2:4][C@H:5]([OH:45])[CH2:6][C@H:7]([OH:44])[CH:8]=[CH:9][C:10]1[N:11]([CH:41]([CH3:43])[CH3:42])[C:12]([C:28](=[O:40])[NH:29][C:30]2[CH:35]=[CH:34][CH:33]=[C:32]([S:36](=[O:39])(=[O:38])[NH2:37])[CH:31]=2)=[C:13]([C:22]2[CH:27]=[CH:26][CH:25]=[CH:24][CH:23]=2)[C:14]=1[C:15]1[CH:20]=[CH:19][C:18]([F:21])=[CH:17][CH:16]=1.C(O)C.O.[OH-].[Na+:52]. The catalyst is CO.C(Cl)Cl. The product is [Na+:52].[F:21][C:18]1[CH:17]=[CH:16][C:15]([C:14]2[C:13]([C:22]3[CH:23]=[CH:24][CH:25]=[CH:26][CH:27]=3)=[C:12]([C:28](=[O:40])[NH:29][C:30]3[CH:35]=[CH:34][CH:33]=[C:32]([S:36](=[O:38])(=[O:39])[NH2:37])[CH:31]=3)[N:11]([CH:41]([CH3:42])[CH3:43])[C:10]=2[CH:9]=[CH:8][C@@H:7]([OH:44])[CH2:6][C@@H:5]([OH:45])[CH2:4][C:3]([O-:46])=[O:2])=[CH:20][CH:19]=1. The yield is 0.990. (5) The reactants are [NH:1]1[C:9]2[C:4](=[CH:5][CH:6]=[CH:7][CH:8]=2)[CH2:3][C:2]1=[O:10].[NH:11]1[CH:15]=[CH:14][CH:13]=[C:12]1[CH:16]=O.N1CCCCC1. The catalyst is CO. The product is [NH:11]1[CH:15]=[CH:14][CH:13]=[C:12]1/[CH:16]=[C:3]1\[C:2](=[O:10])[NH:1][C:9]2[C:4]\1=[CH:5][CH:6]=[CH:7][CH:8]=2. The yield is 0.960.